Dataset: Full USPTO retrosynthesis dataset with 1.9M reactions from patents (1976-2016). Task: Predict the reactants needed to synthesize the given product. (1) Given the product [C:31]([C:33](=[CH:37][CH:38]1[CH2:40][CH2:39]1)[C:34]([NH:1][CH2:2][C:3]([CH3:30])([CH3:29])[CH2:4][NH:5][C:6]1[N:11]2[CH:12]=[CH:13][N:14]=[C:10]2[C:9]([C:15]([NH2:17])=[O:16])=[C:8]([NH:18][C:19]2[CH:24]=[C:23]([O:25][CH3:26])[CH:22]=[C:21]([O:27][CH3:28])[CH:20]=2)[N:7]=1)=[O:35])#[N:32], predict the reactants needed to synthesize it. The reactants are: [NH2:1][CH2:2][C:3]([CH3:30])([CH3:29])[CH2:4][NH:5][C:6]1[N:11]2[CH:12]=[CH:13][N:14]=[C:10]2[C:9]([C:15]([NH2:17])=[O:16])=[C:8]([NH:18][C:19]2[CH:24]=[C:23]([O:25][CH3:26])[CH:22]=[C:21]([O:27][CH3:28])[CH:20]=2)[N:7]=1.[C:31]([C:33](=[CH:37][CH:38]1[CH2:40][CH2:39]1)[C:34](O)=[O:35])#[N:32].CCN(CC)CC.CCN=C=NCCCN(C)C.C1C=CC2N(O)N=NC=2C=1. (2) The reactants are: [Cl:1][C:2]1[CH:7]=[CH:6][C:5]([CH2:8][C:9](Cl)=[O:10])=[CH:4][CH:3]=1.[NH2:12][C:13]1[S:14][C:15]2[CH:21]=[C:20]([C:22]([F:25])([F:24])[F:23])[CH:19]=[CH:18][C:16]=2[N:17]=1. Given the product [F:25][C:22]([F:23])([F:24])[C:20]1[CH:19]=[CH:18][C:16]2[N:17]=[C:13]([NH:12][C:9](=[O:10])[CH2:8][C:5]3[CH:6]=[CH:7][C:2]([Cl:1])=[CH:3][CH:4]=3)[S:14][C:15]=2[CH:21]=1, predict the reactants needed to synthesize it. (3) Given the product [Cl:1][C:2]1[CH:3]=[CH:4][C:5]([S:8]([N:11]([CH2:21][C:20]2[CH:23]=[CH:24][C:17]([O:16][CH3:15])=[CH:18][CH:19]=2)[CH3:12])(=[O:10])=[O:9])=[N:6][CH:7]=1, predict the reactants needed to synthesize it. The reactants are: [Cl:1][C:2]1[CH:3]=[CH:4][C:5]([S:8]([NH:11][CH3:12])(=[O:10])=[O:9])=[N:6][CH:7]=1.[H-].[Na+].[CH3:15][O:16][C:17]1[CH:24]=[CH:23][C:20]([CH2:21]Cl)=[CH:19][CH:18]=1.O. (4) Given the product [N:13]1([C:2]2[CH:11]=[C:10]3[C:5]([C:6](=[O:12])[NH:7][CH:8]=[N:9]3)=[CH:4][CH:3]=2)[CH2:18][CH2:17][O:16][CH2:15][CH2:14]1, predict the reactants needed to synthesize it. The reactants are: F[C:2]1[CH:11]=[C:10]2[C:5]([C:6](=[O:12])[NH:7][CH:8]=[N:9]2)=[CH:4][CH:3]=1.[NH:13]1[CH2:18][CH2:17][O:16][CH2:15][CH2:14]1.